From a dataset of CYP1A2 inhibition data for predicting drug metabolism from PubChem BioAssay. Regression/Classification. Given a drug SMILES string, predict its absorption, distribution, metabolism, or excretion properties. Task type varies by dataset: regression for continuous measurements (e.g., permeability, clearance, half-life) or binary classification for categorical outcomes (e.g., BBB penetration, CYP inhibition). Dataset: cyp1a2_veith. (1) The molecule is O=C(Nc1cccc(NC(=O)c2ccc(-c3cccc(Br)c3)o2)c1)c1ccco1. The result is 1 (inhibitor). (2) The molecule is COc1ccccc1C(c1nnnn1C(C)(C)C)N1CCCc2ccccc21. The result is 0 (non-inhibitor).